This data is from Forward reaction prediction with 1.9M reactions from USPTO patents (1976-2016). The task is: Predict the product of the given reaction. Given the reactants [CH3:1][C:2]1([C:7]2[O:11][C:10]([CH2:12][N:13]3[CH:17]=[C:16]([NH2:18])[CH:15]=[N:14]3)=[CH:9][CH:8]=2)[O:6]CCO1.[Cl:19][C:20]1[CH:25]=[CH:24][C:23]([C:26]2[O:30][CH:29]=[N:28][C:27]=2[C:31](O)=[O:32])=[CH:22][CH:21]=1, predict the reaction product. The product is: [C:2]([C:7]1[O:11][C:10]([CH2:12][N:13]2[CH:17]=[C:16]([NH:18][C:31]([C:27]3[N:28]=[CH:29][O:30][C:26]=3[C:23]3[CH:24]=[CH:25][C:20]([Cl:19])=[CH:21][CH:22]=3)=[O:32])[CH:15]=[N:14]2)=[CH:9][CH:8]=1)(=[O:6])[CH3:1].